From a dataset of Reaction yield outcomes from USPTO patents with 853,638 reactions. Predict the reaction yield, written as a fraction of the theoretical maximum amount of product (1.0 means a 100% yield; for example, 0.34 means a 34% yield). (1) The reactants are C([O:4][C@H:5]1[C@H:10]([O:11]C(=O)C)[C@@H:9]([O:15]C(=O)C)[C@H:8]([C:19]2[CH:24]=[C:23]([CH2:25][C:26]3[CH:31]=[CH:30][C:29]([O:32][CH2:33][CH3:34])=[CH:28][CH:27]=3)[C:22]([Cl:35])=[CH:21][C:20]=2[CH2:36][O:37][CH2:38][C:39]#[CH:40])[O:7][C@@H:6]1[CH2:41][O:42]C(=O)C)(=O)C.O[Li].O. The catalyst is C1COCC1.CO.O. The product is [Cl:35][C:22]1[C:23]([CH2:25][C:26]2[CH:27]=[CH:28][C:29]([O:32][CH2:33][CH3:34])=[CH:30][CH:31]=2)=[CH:24][C:19]([C@H:8]2[C@H:9]([OH:15])[C@@H:10]([OH:11])[C@H:5]([OH:4])[C@@H:6]([CH2:41][OH:42])[O:7]2)=[C:20]([CH2:36][O:37][CH2:38][C:39]#[CH:40])[CH:21]=1. The yield is 0.840. (2) The reactants are [F:1][C:2]1[CH:9]=[C:8]([O:10][CH2:11][CH2:12][CH3:13])[CH:7]=[C:6]([F:14])[C:3]=1[CH2:4][OH:5].[C:15]([O:19][C:20]([N:22]1[CH2:27][CH2:26][N:25]([C:28](Cl)=[O:29])[C@H:24]([CH2:31][CH3:32])[CH2:23]1)=[O:21])([CH3:18])([CH3:17])[CH3:16]. No catalyst specified. The product is [F:1][C:2]1[CH:9]=[C:8]([O:10][CH2:11][CH2:12][CH3:13])[CH:7]=[C:6]([F:14])[C:3]=1[CH2:4][O:5][C:28]([N:25]1[CH2:26][CH2:27][N:22]([C:20]([O:19][C:15]([CH3:17])([CH3:16])[CH3:18])=[O:21])[CH2:23][C@H:24]1[CH2:31][CH3:32])=[O:29]. The yield is 0.780. (3) The reactants are [C:1]([C:5]1[CH:10]=[C:9]([Br:11])[C:8]([N+:12]([O-])=O)=[CH:7][C:6]=1[OH:15])([CH3:4])([CH3:3])[CH3:2]. The catalyst is CO.[Ni]. The product is [C:1]([C:5]1[CH:10]=[C:9]([Br:11])[C:8]([NH2:12])=[CH:7][C:6]=1[OH:15])([CH3:4])([CH3:2])[CH3:3]. The yield is 0.700. (4) The reactants are [C:1]([C:3]1[C:4]([CH:19]([C:21]2[CH:30]=[CH:29][C:28]3[C:23](=[CH:24][CH:25]=[CH:26][CH:27]=3)[CH:22]=2)[CH3:20])=[C:5]([C:14]([O:16]CC)=[O:15])[S:6][C:7]=1[N:8]1[CH2:13][CH2:12][O:11][CH2:10][CH2:9]1)#[N:2].[OH-].[Na+].Cl. The catalyst is O1CCCC1.CO.O. The product is [C:1]([C:3]1[C:4]([CH:19]([C:21]2[CH:30]=[CH:29][C:28]3[C:23](=[CH:24][CH:25]=[CH:26][CH:27]=3)[CH:22]=2)[CH3:20])=[C:5]([C:14]([OH:16])=[O:15])[S:6][C:7]=1[N:8]1[CH2:13][CH2:12][O:11][CH2:10][CH2:9]1)#[N:2]. The yield is 0.975. (5) The reactants are [Cl:1][C:2]1[CH:3]=[CH:4][C:5]2[CH2:11][S:10](=[O:13])(=[O:12])[NH:9][N:8]=[C:7]([C:14]3[CH:19]=[CH:18][C:17]([F:20])=[CH:16][CH:15]=3)[C:6]=2[CH:21]=1.[CH:22](I)([CH3:24])[CH3:23]. No catalyst specified. The product is [Cl:1][C:2]1[CH:3]=[CH:4][C:5]2[C:6]([CH:21]=1)=[C:7]([C:14]1[CH:19]=[CH:18][C:17]([F:20])=[CH:16][CH:15]=1)[NH:8][N:9]([CH:22]([CH3:24])[CH3:23])[S:10](=[O:12])(=[O:13])[CH:11]=2. The yield is 0.820. (6) The reactants are Br[C:2]1[N:3]([S:16]([C:19]2[CH:20]=[N:21][CH:22]=[CH:23][CH:24]=2)(=[O:18])=[O:17])[C:4]([C:9]2[CH:14]=[CH:13][CH:12]=[CH:11][C:10]=2[F:15])=[CH:5][C:6]=1[CH:7]=[O:8].[Cu][C:26]#[N:27]. The catalyst is O1CCOCC1.C(OCC)(=O)C.C1C=CC(/C=C/C(/C=C/C2C=CC=CC=2)=O)=CC=1.C1C=CC(/C=C/C(/C=C/C2C=CC=CC=2)=O)=CC=1.C1C=CC(/C=C/C(/C=C/C2C=CC=CC=2)=O)=CC=1.[Pd].[Pd].C1(P(C2C=CC=CC=2)[C-]2C=CC=C2)C=CC=CC=1.[C-]1(P(C2C=CC=CC=2)C2C=CC=CC=2)C=CC=C1.[Fe+2]. The product is [F:15][C:10]1[CH:11]=[CH:12][CH:13]=[CH:14][C:9]=1[C:4]1[N:3]([S:16]([C:19]2[CH:20]=[N:21][CH:22]=[CH:23][CH:24]=2)(=[O:18])=[O:17])[C:2]([C:26]#[N:27])=[C:6]([CH:7]=[O:8])[CH:5]=1. The yield is 0.570. (7) The reactants are [NH2:1][C:2]1[N:7]=[CH:6][N:5]=[C:4]2[N:8]([C@@H:25]3[CH2:30][CH2:29][CH2:28][N:27](C(OC(C)(C)C)=O)[CH2:26]3)[N:9]=[C:10]([C:11]3[CH:16]=[CH:15][C:14]([O:17][C:18]4[CH:23]=[CH:22][CH:21]=[CH:20][CH:19]=4)=[CH:13][C:12]=3[F:24])[C:3]=12.FC(F)(F)C(O)=O. The catalyst is ClCCl. The product is [F:24][C:12]1[CH:13]=[C:14]([O:17][C:18]2[CH:23]=[CH:22][CH:21]=[CH:20][CH:19]=2)[CH:15]=[CH:16][C:11]=1[C:10]1[C:3]2[C:4](=[N:5][CH:6]=[N:7][C:2]=2[NH2:1])[N:8]([C@@H:25]2[CH2:30][CH2:29][CH2:28][NH:27][CH2:26]2)[N:9]=1. The yield is 0.740.